Dataset: Full USPTO retrosynthesis dataset with 1.9M reactions from patents (1976-2016). Task: Predict the reactants needed to synthesize the given product. (1) The reactants are: [I:1][C:2]1[CH:6]=[C:5]([CH:7]2[CH2:12][CH2:11][N:10]([C:13]([O:15][C:16]([CH3:19])([CH3:18])[CH3:17])=[O:14])[CH2:9][CH2:8]2)[NH:4][N:3]=1.Br[CH:21]1[CH2:25][CH2:24][CH2:23][CH2:22]1.C(=O)([O-])[O-].[Cs+].[Cs+].C(OCC)(=O)C. Given the product [CH:21]1([N:4]2[C:5]([CH:7]3[CH2:8][CH2:9][N:10]([C:13]([O:15][C:16]([CH3:19])([CH3:18])[CH3:17])=[O:14])[CH2:11][CH2:12]3)=[CH:6][C:2]([I:1])=[N:3]2)[CH2:25][CH2:24][CH2:23][CH2:22]1, predict the reactants needed to synthesize it. (2) The reactants are: C([O-])=O.[NH4+].C([N:12]1[CH2:18][CH2:17][CH2:16][CH2:15][CH:14]([OH:19])[CH2:13]1)C1C=CC=CC=1.[C:28](O[C:28]([O:30][C:31]([CH3:34])([CH3:33])[CH3:32])=[O:29])([O:30][C:31]([CH3:34])([CH3:33])[CH3:32])=[O:29].O. Given the product [OH:19][CH:14]1[CH2:15][CH2:16][CH2:17][CH2:18][N:12]([C:28]([O:30][C:31]([CH3:32])([CH3:33])[CH3:34])=[O:29])[CH2:13]1, predict the reactants needed to synthesize it. (3) Given the product [F:1][C:2]1[CH:7]=[CH:6][C:5]([S:8]([C:11]2[CH:12]=[CH:13][C:14]3[O:23][C:22]4[CH2:21][CH2:20][NH:19][CH2:18][C:17]=4[C:15]=3[CH:16]=2)(=[O:9])=[O:10])=[CH:4][CH:3]=1, predict the reactants needed to synthesize it. The reactants are: [F:1][C:2]1[CH:7]=[CH:6][C:5]([S:8]([C:11]2[CH:12]=[CH:13][C:14]3[O:23][C:22]4[CH2:21][CH2:20][N:19](C(OC(C)(C)C)=O)[CH2:18][C:17]=4[C:15]=3[CH:16]=2)(=[O:10])=[O:9])=[CH:4][CH:3]=1.FC(F)(F)C(O)=O.